Dataset: Full USPTO retrosynthesis dataset with 1.9M reactions from patents (1976-2016). Task: Predict the reactants needed to synthesize the given product. (1) Given the product [C:27]([N:15]1[CH:16]2[CH:21]([CH:20]([N:22]3[CH2:26][CH2:25][CH2:24][CH2:23]3)[CH2:19][CH2:18][CH2:17]2)[N:12]([C:10](=[O:11])[CH2:9][C:4]2[CH:5]=[CH:6][C:7]([Cl:8])=[C:2]([Cl:1])[CH:3]=2)[CH2:13][CH2:14]1)(=[O:34])[C:28]1[CH:33]=[CH:32][CH:31]=[CH:30][CH:29]=1, predict the reactants needed to synthesize it. The reactants are: [Cl:1][C:2]1[CH:3]=[C:4]([CH2:9][C:10]([N:12]2[CH:21]3[CH:16]([CH2:17][CH2:18][CH2:19][CH:20]3[N:22]3[CH2:26][CH2:25][CH2:24][CH2:23]3)[NH:15][CH2:14][CH2:13]2)=[O:11])[CH:5]=[CH:6][C:7]=1[Cl:8].[C:27](Cl)(=[O:34])[C:28]1[CH:33]=[CH:32][CH:31]=[CH:30][CH:29]=1. (2) The reactants are: [Cl:1][C:2]1[CH:3]=[C:4]([C:9]2[N:13]([C:14]3[CH:19]=[CH:18]C=CN=3)[N:12]=[C:11]([C:20]([OH:22])=[O:21])[CH:10]=2)[CH:5]=[C:6]([F:8])[CH:7]=1.Cl.Cl.[N:25]1C=CC(NN)=[CH:27][CH:26]=1. Given the product [Cl:1][C:2]1[CH:3]=[C:4]([C:9]2[N:13]([C:14]3[CH:19]=[CH:18][N:25]=[CH:26][CH:27]=3)[N:12]=[C:11]([C:20]([OH:22])=[O:21])[CH:10]=2)[CH:5]=[C:6]([F:8])[CH:7]=1, predict the reactants needed to synthesize it. (3) Given the product [CH2:19]([NH:18][C:15]1[CH:14]=[CH:13][C:12]([C:10]2[N:9]([C:22]3[CH:27]=[CH:26][C:25]([CH3:28])=[CH:24][CH:23]=3)[N:8]=[C:7]([CH2:6][CH:5]([C:29]3[CH:30]=[C:31]([CH3:35])[CH:32]=[CH:33][CH:34]=3)[C:4]([OH:36])=[O:3])[CH:11]=2)=[CH:17][CH:16]=1)[CH:20]=[CH2:21], predict the reactants needed to synthesize it. The reactants are: C([O:3][C:4](=[O:36])[CH:5]([C:29]1[CH:30]=[C:31]([CH3:35])[CH:32]=[CH:33][CH:34]=1)[CH2:6][C:7]1[CH:11]=[C:10]([C:12]2[CH:17]=[CH:16][C:15]([NH:18][CH2:19][CH:20]=[CH2:21])=[CH:14][CH:13]=2)[N:9]([C:22]2[CH:27]=[CH:26][C:25]([CH3:28])=[CH:24][CH:23]=2)[N:8]=1)C.[Li+].[OH-]. (4) Given the product [CH3:21][O:1][C:2]1[CH:11]=[CH:10][C:5]2[C:6](=[O:9])[CH2:7][O:8][C:4]=2[C:3]=1[CH2:12][N:13]1[CH2:18][CH2:17][O:16][CH2:15][CH2:14]1, predict the reactants needed to synthesize it. The reactants are: [OH:1][C:2]1[CH:11]=[CH:10][C:5]2[C:6](=[O:9])[CH2:7][O:8][C:4]=2[C:3]=1[CH2:12][N:13]1[CH2:18][CH2:17][O:16][CH2:15][CH2:14]1.CO.[C:21]1(P(C2C=CC=CC=2)C2C=CC=CC=2)C=CC=CC=1.N(C(OCC)=O)=NC(OCC)=O.C1(C)C=CC=CC=1. (5) Given the product [CH3:13][C:4]1[C:5]2[N:6]([C:8]([CH:11]=[O:12])=[CH:9][N:10]=2)[CH:7]=[C:2]([C:16]2[CH:15]=[N:14][CH:19]=[CH:18][CH:17]=2)[CH:3]=1, predict the reactants needed to synthesize it. The reactants are: Br[C:2]1[CH:3]=[C:4]([CH3:13])[C:5]2[N:6]([C:8]([CH:11]=[O:12])=[CH:9][N:10]=2)[CH:7]=1.[N:14]1[CH:19]=[CH:18][CH:17]=[C:16]([C:18]2[CH:17]=[CH:16][C:15]3[N:14](C(C=O)=CN=3)[CH:19]=2)[CH:15]=1.BrC1C=C(C)C(N)=NC=1. (6) Given the product [Cl:14][C:5]1[C:4]([N+:1]([O-:3])=[O:2])=[C:9]([OH:10])[CH:8]=[CH:7][N:6]=1, predict the reactants needed to synthesize it. The reactants are: [N+:1]([C:4]1[C:5](O)=[N:6][CH:7]=[CH:8][C:9]=1[OH:10])([O-:3])=[O:2].O=P(Cl)(Cl)[Cl:14]. (7) Given the product [OH:25][CH2:24][CH:23]([NH:22][C:3]([C:5]1[NH:6][N:7]=[C:8]([O:10][CH2:11][C:12]2[C:13]([CH2:18][CH2:19][CH2:20][CH3:21])=[N:14][O:15][C:16]=2[CH3:17])[CH:9]=1)=[O:4])[CH2:26][OH:27], predict the reactants needed to synthesize it. The reactants are: CO[C:3]([C:5]1[NH:6][N:7]=[C:8]([O:10][CH2:11][C:12]2[C:13]([CH2:18][CH2:19][CH2:20][CH3:21])=[N:14][O:15][C:16]=2[CH3:17])[CH:9]=1)=[O:4].[NH2:22][CH:23]([CH2:26][OH:27])[CH2:24][OH:25].